Dataset: Forward reaction prediction with 1.9M reactions from USPTO patents (1976-2016). Task: Predict the product of the given reaction. (1) Given the reactants [Cl:1][C:2]1[N:7]=[C:6]([CH3:8])[C:5]2[C:9](=[O:31])[NH:10][N:11]([C:12]([C:25]3[CH:30]=[CH:29][CH:28]=[CH:27][CH:26]=3)([C:19]3[CH:24]=[CH:23][CH:22]=[CH:21][CH:20]=3)[C:13]3[CH:18]=[CH:17][CH:16]=[CH:15][CH:14]=3)[C:4]=2[CH:3]=1.C(=O)([O-])[O-].[K+].[K+].[F:38][C:39]([F:50])([F:49])I1C2C=CC=CC=2CO1, predict the reaction product. The product is: [Cl:1][C:2]1[N:7]=[C:6]([CH3:8])[C:5]2[C:9]([O:31][C:39]([F:50])([F:49])[F:38])=[N:10][N:11]([C:12]([C:13]3[CH:18]=[CH:17][CH:16]=[CH:15][CH:14]=3)([C:19]3[CH:20]=[CH:21][CH:22]=[CH:23][CH:24]=3)[C:25]3[CH:26]=[CH:27][CH:28]=[CH:29][CH:30]=3)[C:4]=2[CH:3]=1. (2) Given the reactants [C:1]([C:5]1[CH:6]=[C:7]2[C:12](=[CH:13][CH:14]=1)[C:11](=[O:15])[N:10]([C:16]1[CH:23]=[CH:22][CH:21]=[C:20]([C:24]3[CH:29]=[C:28]([NH:30][C:31]4[CH:36]=[CH:35][C:34]([C:37]([N:39]5[CH2:44][CH2:43][O:42][CH2:41][CH2:40]5)=[O:38])=[CH:33][N:32]=4)[C:27](=[O:45])[N:26]([CH3:46])[CH:25]=3)[C:17]=1[CH:18]=[O:19])[N:9]=[CH:8]2)([CH3:4])([CH3:3])[CH3:2].C(Cl)Cl.[BH4-].[Na+], predict the reaction product. The product is: [C:1]([C:5]1[CH:6]=[C:7]2[C:12](=[CH:13][CH:14]=1)[C:11](=[O:15])[N:10]([C:16]1[CH:23]=[CH:22][CH:21]=[C:20]([C:24]3[CH:29]=[C:28]([NH:30][C:31]4[CH:36]=[CH:35][C:34]([C:37]([N:39]5[CH2:40][CH2:41][O:42][CH2:43][CH2:44]5)=[O:38])=[CH:33][N:32]=4)[C:27](=[O:45])[N:26]([CH3:46])[CH:25]=3)[C:17]=1[CH2:18][OH:19])[N:9]=[CH:8]2)([CH3:4])([CH3:2])[CH3:3]. (3) Given the reactants [F:1][C:2]1[CH:3]=[CH:4][C:5]([CH2:8][O:9][C:10]2[CH:15]=[CH:14][N:13]([C:16]3[CH:21]=[CH:20][C:19]4[C:22]5[CH2:23][NH:24][CH2:25][CH2:26][CH2:27][C:28]=5[O:29][C:18]=4[CH:17]=3)[C:12](=[O:30])[CH:11]=2)=[N:6][CH:7]=1.[ClH:31].CCOCC, predict the reaction product. The product is: [ClH:31].[F:1][C:2]1[CH:3]=[CH:4][C:5]([CH2:8][O:9][C:10]2[CH:15]=[CH:14][N:13]([C:16]3[CH:21]=[CH:20][C:19]4[C:22]5[CH2:23][NH:24][CH2:25][CH2:26][CH2:27][C:28]=5[O:29][C:18]=4[CH:17]=3)[C:12](=[O:30])[CH:11]=2)=[N:6][CH:7]=1. (4) Given the reactants [Cl:1][C:2]1[CH:38]=[CH:37][C:5]([CH2:6][C:7]2[C:15]3[C:14](=[O:16])[N:13]([CH2:17][CH2:18][C:19](OCC)=[O:20])[C:12](=[O:24])[N:11]([CH3:25])[C:10]=3[S:9][C:8]=2[C:26]2[CH:31]=[CH:30][CH:29]=[C:28]([O:32][C:33]([F:36])([F:35])[F:34])[CH:27]=2)=[CH:4][CH:3]=1.[BH4-].[Na+], predict the reaction product. The product is: [Cl:1][C:2]1[CH:38]=[CH:37][C:5]([CH2:6][C:7]2[C:15]3[C:14](=[O:16])[N:13]([CH2:17][CH2:18][CH2:19][OH:20])[C:12](=[O:24])[N:11]([CH3:25])[C:10]=3[S:9][C:8]=2[C:26]2[CH:31]=[CH:30][CH:29]=[C:28]([O:32][C:33]([F:34])([F:35])[F:36])[CH:27]=2)=[CH:4][CH:3]=1. (5) Given the reactants [C:1]([O:5][C:6]([N:8]1[CH2:13][CH2:12][N:11]([C:14]2[CH:19]=[CH:18][CH:17]=[C:16](F)[C:15]=2[N+:21]([O-:23])=[O:22])[CH2:10][CH2:9]1)=[O:7])([CH3:4])([CH3:3])[CH3:2].CS(CCO)(=O)=[O:26].[H-].[Na+], predict the reaction product. The product is: [C:1]([O:5][C:6]([N:8]1[CH2:13][CH2:12][N:11]([C:14]2[CH:19]=[CH:18][CH:17]=[C:16]([OH:26])[C:15]=2[N+:21]([O-:23])=[O:22])[CH2:10][CH2:9]1)=[O:7])([CH3:4])([CH3:3])[CH3:2]. (6) Given the reactants [H-].[H-].[H-].[H-].[Li+].[Al+3].[CH3:7][N:8]1[CH2:31][CH2:30][C:11]2[N:12]([CH2:20][C:21]([N:23]3[CH2:28][CH2:27][N:26]([CH3:29])[CH2:25][CH2:24]3)=O)[C:13]3[CH:14]=[CH:15][C:16]([CH3:19])=[CH:17][C:18]=3[C:10]=2[CH2:9]1, predict the reaction product. The product is: [CH3:7][N:8]1[CH2:31][CH2:30][C:11]2[N:12]([CH2:20][CH2:21][N:23]3[CH2:24][CH2:25][N:26]([CH3:29])[CH2:27][CH2:28]3)[C:13]3[CH:14]=[CH:15][C:16]([CH3:19])=[CH:17][C:18]=3[C:10]=2[CH2:9]1.